Predict the product of the given reaction. From a dataset of Forward reaction prediction with 1.9M reactions from USPTO patents (1976-2016). (1) Given the reactants [C:1](Cl)(=O)[C:2]1[C:3]([O:8][CH3:9])=[CH:4][CH:5]=[CH:6][CH:7]=1.[NH2:12][C:13]1[CH:21]=[CH:20][C:19]([F:22])=[CH:18][C:14]=1[C:15]([NH2:17])=[O:16].NC1C=CC=CC=1C(N)=O.C(N(CC)CC)C, predict the reaction product. The product is: [F:22][C:19]1[CH:18]=[C:14]2[C:13](=[CH:21][CH:20]=1)[N:12]=[C:1]([C:2]1[CH:7]=[CH:6][CH:5]=[CH:4][C:3]=1[O:8][CH3:9])[NH:17][C:15]2=[O:16]. (2) Given the reactants C(C(CCCC)C([O-])=O)C.[Na+:11].[Cl:12][C:13]1[CH:38]=[CH:37][C:16]2[C:17](=[O:36])[N:18]=[C:19]([C:21]3[N:26]=[C:25]([CH2:27][CH2:28][C:29]([OH:31])=[O:30])[CH:24]=[C:23]([S:32]([CH3:35])(=[O:34])=[O:33])[CH:22]=3)[S:20][C:15]=2[CH:14]=1, predict the reaction product. The product is: [Cl:12][C:13]1[CH:38]=[CH:37][C:16]2[C:17](=[O:36])[N:18]=[C:19]([C:21]3[N:26]=[C:25]([CH2:27][CH2:28][C:29]([O-:31])=[O:30])[CH:24]=[C:23]([S:32]([CH3:35])(=[O:33])=[O:34])[CH:22]=3)[S:20][C:15]=2[CH:14]=1.[Na+:11]. (3) Given the reactants Br[C:2]1[CH:7]=[CH:6][C:5]([S:8]([C:11]2[CH:20]=[CH:19][CH:18]=[CH:17][C:12]=2[C:13]([O:15][CH3:16])=[O:14])(=[O:10])=[O:9])=[CH:4][CH:3]=1.[F:21][C:22]1[CH:27]=[C:26]([F:28])[CH:25]=[CH:24][C:23]=1/[CH:29]=[CH:30]/B(O)O, predict the reaction product. The product is: [F:21][C:22]1[CH:27]=[C:26]([F:28])[CH:25]=[CH:24][C:23]=1/[CH:29]=[CH:30]/[C:2]1[CH:7]=[CH:6][C:5]([S:8]([C:11]2[CH:20]=[CH:19][CH:18]=[CH:17][C:12]=2[C:13]([O:15][CH3:16])=[O:14])(=[O:10])=[O:9])=[CH:4][CH:3]=1. (4) Given the reactants Cl.[NH2:2][N:3]1[C:7]2[CH:8]=[CH:9][C:10]([O:12][CH:13]([F:15])[F:14])=[CH:11][C:6]=2[N:5]=[C:4]1[SH:16].[OH-].[Na+].Cl.Cl[CH2:21][C:22]1[C:27]([CH3:28])=[C:26]([O:29][CH2:30][C:31]([F:34])([F:33])[F:32])[CH:25]=[CH:24][N:23]=1.O, predict the reaction product. The product is: [NH2:2][N:3]1[C:7]2[CH:8]=[CH:9][C:10]([O:12][CH:13]([F:14])[F:15])=[CH:11][C:6]=2[N:5]=[C:4]1[S:16][CH2:21][C:22]1[C:27]([CH3:28])=[C:26]([O:29][CH2:30][C:31]([F:33])([F:34])[F:32])[CH:25]=[CH:24][N:23]=1.